This data is from M1 muscarinic receptor antagonist screen with 61,756 compounds. The task is: Binary Classification. Given a drug SMILES string, predict its activity (active/inactive) in a high-throughput screening assay against a specified biological target. (1) The compound is S1(=O)(=O)CC(N(c2ccccc2)C(=O)Cc2ccc(F)cc2)C=C1. The result is 0 (inactive). (2) The drug is S(c1n2c(nn1)nccc2)CC(=O)Nc1sc(nn1)CC. The result is 0 (inactive). (3) The drug is S(c1n(c(nn1)C1CCCCC1)CC=C)CC(=O)NCc1cc2OCOc2cc1. The result is 0 (inactive).